This data is from Full USPTO retrosynthesis dataset with 1.9M reactions from patents (1976-2016). The task is: Predict the reactants needed to synthesize the given product. (1) Given the product [Br:1][CH:12]([S:13][CH2:14][C:15]([O:17][CH3:18])=[O:16])[C:11]([C:5]1[CH:6]=[CH:7][C:8]([CH3:10])=[CH:9][C:4]=1[Cl:3])=[O:19], predict the reactants needed to synthesize it. The reactants are: [Br:1]Br.[Cl:3][C:4]1[CH:9]=[C:8]([CH3:10])[CH:7]=[CH:6][C:5]=1[C:11](=[O:19])[CH2:12][S:13][CH2:14][C:15]([O:17][CH3:18])=[O:16].CCOCC. (2) Given the product [CH:33]1([P:27]([CH:28]2[CH2:29][CH2:30][CH2:31][CH2:32]2)[C:8]2[N:7]([C:5]([N:4]([CH:1]([CH3:3])[CH3:2])[CH:18]([CH3:20])[CH3:19])=[O:6])[C:11]3[CH:12]=[C:13]([CH3:17])[C:14]([CH3:16])=[CH:15][C:10]=3[N:9]=2)[CH2:34][CH2:35][CH2:36][CH2:37]1, predict the reactants needed to synthesize it. The reactants are: [CH:1]([N:4]([CH:18]([CH3:20])[CH3:19])[C:5]([N:7]1[C:11]2[CH:12]=[C:13]([CH3:17])[C:14]([CH3:16])=[CH:15][C:10]=2[N:9]=[CH:8]1)=[O:6])([CH3:3])[CH3:2].[Li]CCCC.Cl[P:27]([CH:33]1[CH2:37][CH2:36][CH2:35][CH2:34]1)[CH:28]1[CH2:32][CH2:31][CH2:30][CH2:29]1.